Dataset: Kir2.1 potassium channel HTS with 301,493 compounds. Task: Binary Classification. Given a drug SMILES string, predict its activity (active/inactive) in a high-throughput screening assay against a specified biological target. (1) The compound is S(=O)(=O)(N)c1cc(NC(=O)Nc2c(OCC)cccc2)ccc1. The result is 0 (inactive). (2) The molecule is Clc1c(N)cc(c2oc3c(n2)nccc3)cc1. The result is 0 (inactive). (3) The drug is Brc1oc(C(=O)NNC(=S)Nc2c(ccc(c2)C)C)cc1. The result is 0 (inactive). (4) The drug is OC(CNCC(N(C)C)c1ccc(OC)cc1)COc1c(OC)cc(cc1)C(OC)=O. The result is 0 (inactive). (5) The drug is S\1C(=S)N(CC(=O)N2CCN(CC2)CCc2ncccc2)C(=O)C1=C/c1ccccc1. The result is 0 (inactive). (6) The compound is S=C(Nc1nc(ccc1)C)NC(=O)/C=C\c1ccccc1. The result is 0 (inactive).